Dataset: Full USPTO retrosynthesis dataset with 1.9M reactions from patents (1976-2016). Task: Predict the reactants needed to synthesize the given product. Given the product [CH3:1][N:2]1[CH2:7][CH2:6][CH:5]([C:8]2[C:16]3[C:11](=[CH:12][CH:13]=[C:14]([O:17][S:26]([C:20]4[CH:25]=[CH:24][CH:23]=[CH:22][CH:21]=4)(=[O:28])=[O:27])[CH:15]=3)[NH:10][CH:9]=2)[CH2:4][CH2:3]1, predict the reactants needed to synthesize it. The reactants are: [CH3:1][N:2]1[CH2:7][CH2:6][CH:5]([C:8]2[C:16]3[C:11](=[CH:12][CH:13]=[C:14]([OH:17])[CH:15]=3)[NH:10][CH:9]=2)[CH2:4][CH2:3]1.[H-].[Na+].[C:20]1([S:26](Cl)(=[O:28])=[O:27])[CH:25]=[CH:24][CH:23]=[CH:22][CH:21]=1.O.